The task is: Predict the product of the given reaction.. This data is from Forward reaction prediction with 1.9M reactions from USPTO patents (1976-2016). (1) Given the reactants [C:1]1([C:11]2[CH:16]=[CH:15][CH:14]=[CH:13][CH:12]=2)[CH:6]=[CH:5][C:4]([S:7](Cl)(=[O:9])=[O:8])=[CH:3][CH:2]=1.[NH:17]1[C:21]([C:22]2[CH:23]=[C:24]([NH2:28])[CH:25]=[CH:26][CH:27]=2)=[N:20][N:19]=[N:18]1, predict the reaction product. The product is: [NH:20]1[C:21]([C:22]2[CH:23]=[C:24]([NH:28][S:7]([C:4]3[CH:5]=[CH:6][C:1]([C:11]4[CH:16]=[CH:15][CH:14]=[CH:13][CH:12]=4)=[CH:2][CH:3]=3)(=[O:9])=[O:8])[CH:25]=[CH:26][CH:27]=2)=[N:17][N:18]=[N:19]1. (2) Given the reactants [F:1][C:2]1[CH:26]=[CH:25][C:5]([O:6][CH2:7][C:8]2[N:9]=[C:10]3[S:17][C:16]([CH3:18])=[C:15]([CH:19]4[CH2:21][CH:20]4[C:22]([OH:24])=O)[N:11]3[C:12](=[O:14])[CH:13]=2)=[CH:4][CH:3]=1.C([N:29](CC)CC)C.CC(OC(Cl)=O)C.[OH-].[NH4+], predict the reaction product. The product is: [F:1][C:2]1[CH:3]=[CH:4][C:5]([O:6][CH2:7][C:8]2[N:9]=[C:10]3[S:17][C:16]([CH3:18])=[C:15]([CH:19]4[CH2:21][CH:20]4[C:22]([NH2:29])=[O:24])[N:11]3[C:12](=[O:14])[CH:13]=2)=[CH:25][CH:26]=1. (3) Given the reactants [C:1]([C:3]1[N:4]=[CH:5][C:6]([NH:20][C@H:21]([CH2:25][C:26]2[S:27][CH:28]=[CH:29][CH:30]=2)[C:22]([NH2:24])=[O:23])=[N:7][C:8]=1[NH:9][C:10]1[CH:11]=[C:12]2[C:17](=[CH:18][CH:19]=1)[N:16]=[CH:15][CH:14]=[CH:13]2)#[N:2].[OH-].[Na+].OO.CC(O)=[O:37], predict the reaction product. The product is: [NH2:24][C:22](=[O:23])[C@H:21]([NH:20][C:6]1[N:7]=[C:8]([NH:9][C:10]2[CH:11]=[C:12]3[C:17](=[CH:18][CH:19]=2)[N:16]=[CH:15][CH:14]=[CH:13]3)[C:3]([C:1]([NH2:2])=[O:37])=[N:4][CH:5]=1)[CH2:25][C:26]1[S:27][CH:28]=[CH:29][CH:30]=1. (4) Given the reactants [NH:1]=[C:2]([NH:4][NH:5][C:6](=O)[C:7]1[CH:12]=[CH:11][C:10]([Cl:13])=[CH:9][CH:8]=1)[CH3:3], predict the reaction product. The product is: [Cl:13][C:10]1[CH:11]=[CH:12][C:7]([C:6]2[N:1]=[C:2]([CH3:3])[NH:4][N:5]=2)=[CH:8][CH:9]=1.